This data is from Antibody developability classification from SAbDab with 2,409 antibodies. The task is: Regression/Classification. Given an antibody's heavy chain and light chain sequences, predict its developability. TAP uses regression for 5 developability metrics; SAbDab uses binary classification. (1) The antibody is ['EVQLVQSGAEVKKPGSSVKVSCKASGYTFTDYYMHWVRQAPGQGLEWMGQINPKTGGTNYAQKFQGRVTMTRDTSTSTAYMELSSLRSEDTAIYYCARGGQRLLLLRNYYFYYWGQGVLVTVSS', 'QSVLTQPPSVSGAPGQKVTISCTGSSSNIGGYDVHWYQQLPGMAPKLLIYDNNERPSGISDRFSGSKSATSASLAITGLQTEDEADYYCQSYDSSLNAWVFGGGTRLTVL']. Result: 0 (not developable). (2) The antibody is ['EVQLVESGGGLVQPGGSLRLSCAASGFTFRNSAMHWVRQAPGKGLEWVSSIWYSGSNTYYACSVKGRFTISRDNSKNTLYLQMNSLTAEDTAVYYCARFAGGWGAYDVWGQGTLVTVS', 'PROT_11454701']. Result: 0 (not developable). (3) The antibody is ['QVQLVQSGAEVKKPGSSVKVSCKASGGTLNSYEITWVRQAPGQGLEWMGGITPIFETTYAQKFQGRVTITADESTSTTYMELSSLRPEDTAVYYCARDGVRYCGGGRCYNWFDPWGQGTLVTVSS', 'DIQMTQSPSSLSASVGDRVTITCRAGQNINNYLNWYQQKPGKAPKVLIYAASNLQSGVPSRFSGSGSGTDFTLTISSLQPEDFATYYCQQSHSTVRTFGQGTKVEIK']. Result: 1 (developable). (4) The antibody is ['EVQLLESGGGLVQPGGSLRLSCAASGFTFSSYAMSWVRQAPGKGLEWVSAISGSGGSTYYADSVKGRFTISRDNSKNTLYLQMNSLRAEDTAVYYCARDDDYEEWPWYYGMDVWGQGTMVTVS', 'QSALTQPASVSGSPGQSITISCTGTSSDIGGSKYVSWYQQHPGKAPKLIIFDVNRRPSGLSNRFSASKSGNTASLTISGLQAEDEADYYCTSYHPTKTILFGGGTKLTVL']. Result: 0 (not developable).